Dataset: CYP3A4 inhibition data for predicting drug metabolism from PubChem BioAssay. Task: Regression/Classification. Given a drug SMILES string, predict its absorption, distribution, metabolism, or excretion properties. Task type varies by dataset: regression for continuous measurements (e.g., permeability, clearance, half-life) or binary classification for categorical outcomes (e.g., BBB penetration, CYP inhibition). Dataset: cyp3a4_veith. The compound is O=c1[nH]ncc2c3ccccc3n(Cc3ccccc3)c12. The result is 0 (non-inhibitor).